This data is from Rat liver microsome stability data. The task is: Regression/Classification. Given a drug SMILES string, predict its absorption, distribution, metabolism, or excretion properties. Task type varies by dataset: regression for continuous measurements (e.g., permeability, clearance, half-life) or binary classification for categorical outcomes (e.g., BBB penetration, CYP inhibition). Dataset: rlm. (1) The compound is CC(=O)c1ccc2c(NCc3ccc(NC(=O)c4ccc(F)cc4)cc3)nc(N(C)C)nc2c1. The result is 1 (stable in rat liver microsomes). (2) The compound is COC(=O)Nc1ccc2c(c1)NC(=O)CCC=CC[C@H](N1CCC(c3cccc(Cl)c3)NC1=O)c1nc-2c[nH]1. The result is 1 (stable in rat liver microsomes). (3) The compound is COc1cc(N2C(=O)N(Cc3c(F)cc(F)cc3Cl)c3ccccc3S2(=O)=O)cnc1OC. The result is 1 (stable in rat liver microsomes). (4) The compound is Cc1ccccc1C(=O)N1CCc2cc(-c3nc(NC(=O)Cc4ccc5c(c4)OCO5)sc3C)ccc21. The result is 1 (stable in rat liver microsomes). (5) The molecule is COc1ccc(-n2nc(C3CCCN(C(=O)Cc4ccccn4)C3)nc2O)cc1. The result is 0 (unstable in rat liver microsomes). (6) The molecule is CC(=O)c1c(C)c(C(=O)Nc2cccc(S(=O)(=O)N(C)C)c2)n(C)c1C. The result is 1 (stable in rat liver microsomes). (7) The drug is Cc1ccccc1C(=O)N1CCc2cc(-c3nc(NC(=O)c4ccc5c(c4)OCO5)sc3C)ccc21. The result is 0 (unstable in rat liver microsomes). (8) The result is 1 (stable in rat liver microsomes). The molecule is N#Cc1cc(F)cc(-c2cc(-n3cccn3)ncn2)c1.